From a dataset of Reaction yield outcomes from USPTO patents with 853,638 reactions. Predict the reaction yield, written as a fraction of the theoretical maximum amount of product (1.0 means a 100% yield; for example, 0.34 means a 34% yield). (1) The yield is 0.620. The catalyst is CC([O-])=O.CC([O-])=O.[Pd+2].CN(C)C=O. The reactants are C[N:2]1CCN(CC2C=C(N)C=CC=2)CC1.C[NH:17][C:18]([C:20]1[C:24]2[C:25]([CH3:37])([CH3:36])[CH:26](CC)[C:27]3[CH:28]=[N:29][C:30](I)=[N:31][C:32]=3[C:23]=2[N:22]([CH3:38])[N:21]=1)=[O:19].C([O-])([O-])=O.[K+].[K+]. The product is [NH2:2][C:30]1[N:29]=[CH:28][C:27]2[CH2:26][C:25]([CH3:37])([CH3:36])[C:24]3[C:20]([C:18]([NH2:17])=[O:19])=[N:21][N:22]([CH3:38])[C:23]=3[C:32]=2[N:31]=1. (2) The reactants are [CH:1]([C@H:4]1[CH2:8][O:7][C:6](=[O:9])[NH:5]1)([CH3:3])[CH3:2].Cl[C:11]1[CH:16]=[CH:15][N:14]2[N:17]=[CH:18][CH:19]=[C:13]2[N:12]=1.Br[C:21]1[CH:22]=NN2C=CC(Cl)=N[C:25]=12. No catalyst specified. The product is [C:1]1([C@H:4]2[CH2:8][O:7][C:6](=[O:9])[N:5]2[C:11]2[CH:16]=[CH:15][N:14]3[N:17]=[CH:18][CH:19]=[C:13]3[N:12]=2)[CH:3]=[CH:22][CH:21]=[CH:25][CH:2]=1. The yield is 0.770. (3) The reactants are C(O[C:5](=[O:7])[CH3:6])(=O)C.[CH3:8][NH:9][C:10]1[CH:15]=[CH:14][CH:13]=[CH:12][CH:11]=1. The catalyst is O. The product is [CH3:8][N:9]([C:10]1[CH:15]=[CH:14][CH:13]=[CH:12][CH:11]=1)[C:5](=[O:7])[CH3:6]. The yield is 0.700. (4) The reactants are [F:1][C:2]([F:11])([F:10])[C:3]1[N:8]=[CH:7][C:6]([NH2:9])=[CH:5][CH:4]=1.C(N(CC)CC)C.[CH3:19][O:20][C:21]1[N:29]=[CH:28][CH:27]=[CH:26][C:22]=1[C:23](Cl)=[O:24]. The catalyst is C(Cl)Cl. The product is [CH3:19][O:20][C:21]1[N:29]=[CH:28][CH:27]=[CH:26][C:22]=1[C:23]([NH:9][C:6]1[CH:7]=[N:8][C:3]([C:2]([F:1])([F:10])[F:11])=[CH:4][CH:5]=1)=[O:24]. The yield is 0.613.